Dataset: Catalyst prediction with 721,799 reactions and 888 catalyst types from USPTO. Task: Predict which catalyst facilitates the given reaction. Reactant: C(OC([N:8]([C:17]1[CH:22]=[CH:21][C:20]([C:23]2[N:27]3[N:28]=[CH:29][CH:30]=[C:31]([N:32]4[CH2:37][CH2:36][O:35][CH2:34][CH2:33]4)[C:26]3=[N:25][C:24]=2[C:38]#[C:39][C:40]2[CH:49]=[CH:48][C:47]3[C:42](=[CH:43][CH:44]=[CH:45][CH:46]=3)[N:41]=2)=[CH:19][N:18]=1)[CH2:9][C:10]([O:12]C(C)(C)C)=[O:11])=O)(C)(C)C.[C:50]([OH:56])([C:52]([F:55])([F:54])[F:53])=[O:51].C(Cl)Cl. The catalyst class is: 28. Product: [F:53][C:52]([F:55])([F:54])[C:50]([OH:56])=[O:51].[O:35]1[CH2:36][CH2:37][N:32]([C:31]2[C:26]3[N:27]([C:23]([C:20]4[CH:21]=[CH:22][C:17]([NH:8][CH2:9][C:10]([OH:12])=[O:11])=[N:18][CH:19]=4)=[C:24]([C:38]#[C:39][C:40]4[CH:49]=[CH:48][C:47]5[C:42](=[CH:43][CH:44]=[CH:45][CH:46]=5)[N:41]=4)[N:25]=3)[N:28]=[CH:29][CH:30]=2)[CH2:33][CH2:34]1.